This data is from Reaction yield outcomes from USPTO patents with 853,638 reactions. The task is: Predict the reaction yield, written as a fraction of the theoretical maximum amount of product (1.0 means a 100% yield; for example, 0.34 means a 34% yield). (1) The reactants are [Cl:1][C:2]1[CH:7]=[C:6](F)[C:5]([F:9])=[CH:4][C:3]=1[N+:10]([O-:12])=[O:11].[CH3:13][O:14][C:15]1[CH:32]=[CH:31][C:18]([CH2:19][N:20]2[C:24]3[N:25]=[CH:26][CH:27]=[C:28]([OH:29])[C:23]=3[C:22]([I:30])=[N:21]2)=[CH:17][CH:16]=1.C([O-])([O-])=O.[K+].[K+].CN(C=O)C. The catalyst is O. The product is [CH3:13][O:14][C:15]1[CH:16]=[CH:17][C:18]([CH2:19][N:20]2[C:24]3=[N:25][CH:26]=[CH:27][C:28]([O:29][C:6]4[CH:7]=[C:2]([Cl:1])[C:3]([N+:10]([O-:12])=[O:11])=[CH:4][C:5]=4[F:9])=[C:23]3[C:22]([I:30])=[N:21]2)=[CH:31][CH:32]=1. The yield is 0.400. (2) The reactants are [Br:1][C:2]1[C:3]([C:13]2[CH:18]=[CH:17][CH:16]=[CH:15][CH:14]=2)=[CH:4][C:5]2[NH:10][C:9](=S)[CH2:8][O:7][C:6]=2[N:12]=1.C([O:21][C:22]([NH:24][NH2:25])=O)C. The catalyst is CC1C=CC(C)=CC=1. The product is [Br:1][C:2]1[C:3]([C:13]2[CH:18]=[CH:17][CH:16]=[CH:15][CH:14]=2)=[CH:4][C:5]2[N:10]3[C:22](=[O:21])[NH:24][N:25]=[C:9]3[CH2:8][O:7][C:6]=2[N:12]=1. The yield is 0.270.